Dataset: Full USPTO retrosynthesis dataset with 1.9M reactions from patents (1976-2016). Task: Predict the reactants needed to synthesize the given product. (1) Given the product [Cl:15][C:16]1[CH:26]=[CH:25][CH:24]=[CH:23][C:17]=1[O:18][CH2:19][CH2:20][CH2:21][O:22][C:3]1[NH:4][C:5](=[O:14])[C:6]2[C:12]([CH3:13])=[CH:11][CH:10]=[N:9][C:7]=2[N:8]=1, predict the reactants needed to synthesize it. The reactants are: Cl.Cl[C:3]1[NH:4][C:5](=[O:14])[C:6]2[C:12]([CH3:13])=[CH:11][CH:10]=[N:9][C:7]=2[N:8]=1.[Cl:15][C:16]1[CH:26]=[CH:25][CH:24]=[CH:23][C:17]=1[O:18][CH2:19][CH2:20][CH2:21][OH:22].CC([O-])(C)C.[K+]. (2) Given the product [Cl:1][C:2]1[C:10]2[N:9]=[C:8]([NH:11][C:12]3[C:20]4[O:19][C:18]([F:22])([F:21])[O:17][C:16]=4[CH:15]=[CH:14][CH:13]=3)[N:7]([CH2:23][CH2:24][CH2:25][CH2:26][OH:27])[C:6]=2[C:5]([CH:31]([CH2:34][CH3:35])[CH2:32][CH3:33])=[CH:4][CH:3]=1, predict the reactants needed to synthesize it. The reactants are: [Cl:1][C:2]1[C:10]2[N:9]=[C:8]([NH:11][C:12]3[C:20]4[O:19][C:18]([F:22])([F:21])[O:17][C:16]=4[CH:15]=[CH:14][CH:13]=3)[N:7]([CH2:23][CH2:24][CH2:25][C:26](OCC)=[O:27])[C:6]=2[C:5]([CH:31]([CH2:34][CH3:35])[CH2:32][CH3:33])=[CH:4][CH:3]=1.[BH4-].[Li+]. (3) Given the product [CH3:2][N:3]1[CH:7]=[C:6]([C:8]2[N:13]=[C:12]([C:14]3[CH:15]=[N:16][N:17]([C:19]4([CH2:23][C:24]#[N:25])[CH2:22][N:21]([C:56](=[O:57])[CH2:55][C:54]([F:60])([F:59])[F:53])[CH2:20]4)[CH:18]=3)[N:11]3[CH:26]=[CH:27][N:28]=[C:10]3[CH:9]=2)[CH:5]=[N:4]1, predict the reactants needed to synthesize it. The reactants are: Cl.[CH3:2][N:3]1[CH:7]=[C:6]([C:8]2[N:13]=[C:12]([C:14]3[CH:15]=[N:16][N:17]([C:19]4([CH2:23][C:24]#[N:25])[CH2:22][NH:21][CH2:20]4)[CH:18]=3)[N:11]3[CH:26]=[CH:27][N:28]=[C:10]3[CH:9]=2)[CH:5]=[N:4]1.CN(C(ON1N=NC2C=CC=NC1=2)=[N+](C)C)C.F[P-](F)(F)(F)(F)F.[F:53][C:54]([F:60])([F:59])[CH2:55][C:56](O)=[O:57].CCN(C(C)C)C(C)C. (4) Given the product [C:18]([O:22][C:23]([N:25]1[CH2:30][CH2:29][CH:28]([NH:31][C:2]2[CH:7]=[CH:6][N:5]=[CH:4][C:3]=2[N+:8]([O-:10])=[O:9])[CH2:27][CH2:26]1)=[O:24])([CH3:21])([CH3:19])[CH3:20], predict the reactants needed to synthesize it. The reactants are: Cl[C:2]1[CH:7]=[CH:6][N:5]=[CH:4][C:3]=1[N+:8]([O-:10])=[O:9].C(N(CC)CC)C.[C:18]([O:22][C:23]([N:25]1[CH2:30][CH2:29][CH:28]([NH2:31])[CH2:27][CH2:26]1)=[O:24])([CH3:21])([CH3:20])[CH3:19]. (5) Given the product [C:18]([O:22][C:23](=[O:30])[NH:24][C:25]([CH3:29])([CH3:28])[CH:26]([OH:27])[C:7]1([C:1]2[CH:2]=[CH:3][CH:4]=[CH:5][CH:6]=2)[S:8][CH2:9][CH2:10][CH2:11][S:12]1)([CH3:21])([CH3:19])[CH3:20], predict the reactants needed to synthesize it. The reactants are: [C:1]1([CH:7]2[S:12][CH2:11][CH2:10][CH2:9][S:8]2)[CH:6]=[CH:5][CH:4]=[CH:3][CH:2]=1.C([Li])CCC.[C:18]([O:22][C:23](=[O:30])[NH:24][C:25]([CH3:29])([CH3:28])[CH:26]=[O:27])([CH3:21])([CH3:20])[CH3:19].C(O)(=O)C. (6) Given the product [CH2:13]([C:5]1[CH:4]=[C:3]([CH:8]=[CH:7][C:6]=1[S:9](=[O:11])(=[O:10])[NH2:12])[C:1]([NH:16][OH:15])=[NH:2])[CH3:14], predict the reactants needed to synthesize it. The reactants are: [C:1]([C:3]1[CH:8]=[CH:7][C:6]([S:9]([NH2:12])(=[O:11])=[O:10])=[C:5]([CH2:13][CH3:14])[CH:4]=1)#[N:2].[OH:15][NH2:16]. (7) Given the product [F:1][C:2]1[CH:3]=[C:4]([C:8]2[O:12][C:11]([CH3:13])=[C:10]([CH:14]([NH:19][C:20]3[CH:21]=[CH:22][C:23]([C:52]([N:30]([CH3:29])[CH2:31][CH2:32][C:33]([OH:35])=[O:34])=[O:51])=[CH:27][CH:28]=3)[CH2:15][CH:16]([CH3:18])[CH3:17])[CH:9]=2)[CH:5]=[CH:6][CH:7]=1, predict the reactants needed to synthesize it. The reactants are: [F:1][C:2]1[CH:3]=[C:4]([C:8]2[O:12][C:11]([CH3:13])=[C:10]([CH:14]([NH:19][C:20]3[CH:28]=[CH:27][C:23](C(O)=O)=[CH:22][CH:21]=3)[CH2:15][CH:16]([CH3:18])[CH3:17])[CH:9]=2)[CH:5]=[CH:6][CH:7]=1.[CH3:29][NH:30][CH2:31][CH2:32][C:33]([O:35]CC)=[O:34].Cl.C(N=C=NCCCN(C)C)C.O.[OH:51][C:52]1C2N=NNC=2C=CC=1.